Dataset: Reaction yield outcomes from USPTO patents with 853,638 reactions. Task: Predict the reaction yield, written as a fraction of the theoretical maximum amount of product (1.0 means a 100% yield; for example, 0.34 means a 34% yield). The reactants are [C:1]([C:5]1[CH:6]=[CH:7][C:8]([CH3:12])=[C:9]([OH:11])[CH:10]=1)([CH3:4])([CH3:3])[CH3:2].C1C=CC(N([S:20]([C:23]([F:26])([F:25])[F:24])(=[O:22])=[O:21])[S:20]([C:23]([F:26])([F:25])[F:24])(=[O:22])=[O:21])=CC=1. The catalyst is CN(C)C1C=CN=CC=1.ClCCl. The product is [C:1]([C:5]1[CH:6]=[CH:7][C:8]([CH3:12])=[C:9]([O:11][S:20]([C:23]([F:26])([F:25])[F:24])(=[O:22])=[O:21])[CH:10]=1)([CH3:4])([CH3:3])[CH3:2]. The yield is 0.820.